This data is from NCI-60 drug combinations with 297,098 pairs across 59 cell lines. The task is: Regression. Given two drug SMILES strings and cell line genomic features, predict the synergy score measuring deviation from expected non-interaction effect. (1) Drug 1: CC1C(C(CC(O1)OC2CC(OC(C2O)C)OC3=CC4=CC5=C(C(=O)C(C(C5)C(C(=O)C(C(C)O)O)OC)OC6CC(C(C(O6)C)O)OC7CC(C(C(O7)C)O)OC8CC(C(C(O8)C)O)(C)O)C(=C4C(=C3C)O)O)O)O. Drug 2: C1=CC=C(C(=C1)C(C2=CC=C(C=C2)Cl)C(Cl)Cl)Cl. Cell line: EKVX. Synergy scores: CSS=18.0, Synergy_ZIP=-0.852, Synergy_Bliss=-1.67, Synergy_Loewe=-42.5, Synergy_HSA=-2.84. (2) Drug 1: C1=NC2=C(N=C(N=C2N1C3C(C(C(O3)CO)O)O)F)N. Drug 2: C(CN)CNCCSP(=O)(O)O. Cell line: SN12C. Synergy scores: CSS=10.0, Synergy_ZIP=2.92, Synergy_Bliss=5.35, Synergy_Loewe=-9.69, Synergy_HSA=4.75.